Dataset: Forward reaction prediction with 1.9M reactions from USPTO patents (1976-2016). Task: Predict the product of the given reaction. (1) Given the reactants [CH3:1][O:2][C:3]1[CH:4]=[CH:5][C:6]([N+:10]([O-:12])=[O:11])=[C:7]([CH:9]=1)[NH2:8].[C:13](O[C:13]([O:15][C:16]([CH3:19])([CH3:18])[CH3:17])=[O:14])([O:15][C:16]([CH3:19])([CH3:18])[CH3:17])=[O:14].N1C=CC=CC=1.CCCCCC, predict the reaction product. The product is: [C:16]([O:15][C:13]([NH:8][C:7]1[CH:9]=[C:3]([O:2][CH3:1])[CH:4]=[CH:5][C:6]=1[N+:10]([O-:12])=[O:11])=[O:14])([CH3:19])([CH3:18])[CH3:17]. (2) Given the reactants C([O:8][C:9]1[C:14]([CH2:15][N:16]2[CH2:25][CH2:24][C:23]3[C:18](=[C:19]([Cl:35])[C:20]([O:27][C@@H:28]4[CH2:32][C@H:31]([CH2:33][OH:34])[O:30][CH2:29]4)=[CH:21][C:22]=3[Cl:26])[C:17]2=[O:36])=[C:13]([CH3:37])[CH:12]=[C:11]([CH3:38])[N:10]=1)C1C=CC=CC=1, predict the reaction product. The product is: [Cl:26][C:22]1[CH:21]=[C:20]([O:27][C@@H:28]2[CH2:32][C@H:31]([CH2:33][OH:34])[O:30][CH2:29]2)[C:19]([Cl:35])=[C:18]2[C:23]=1[CH2:24][CH2:25][N:16]([CH2:15][C:14]1[C:9](=[O:8])[NH:10][C:11]([CH3:38])=[CH:12][C:13]=1[CH3:37])[C:17]2=[O:36].